This data is from TCR-epitope binding with 47,182 pairs between 192 epitopes and 23,139 TCRs. The task is: Binary Classification. Given a T-cell receptor sequence (or CDR3 region) and an epitope sequence, predict whether binding occurs between them. The epitope is LLQTGIHVRVSQPSL. The TCR CDR3 sequence is CASSHGVLSNQPQHF. Result: 0 (the TCR does not bind to the epitope).